Predict the reactants needed to synthesize the given product. From a dataset of Full USPTO retrosynthesis dataset with 1.9M reactions from patents (1976-2016). (1) Given the product [C:1]([O:5][C:6]([NH:8][C:9]1[S:13][C:12]([C:14]([O:16][CH2:38][CH:35]2[CH2:36][CH2:37][N:32]([CH2:31][C:28]3[S:27][C:26]([C:21]4[CH:22]=[CH:23][CH:24]=[CH:25][N:20]=4)=[N:30][CH:29]=3)[CH2:33][CH2:34]2)=[O:15])=[C:11]([CH3:17])[C:10]=1[C:18]#[N:19])=[O:7])([CH3:4])([CH3:2])[CH3:3], predict the reactants needed to synthesize it. The reactants are: [C:1]([O:5][C:6]([NH:8][C:9]1[S:13][C:12]([C:14]([OH:16])=[O:15])=[C:11]([CH3:17])[C:10]=1[C:18]#[N:19])=[O:7])([CH3:4])([CH3:3])[CH3:2].[N:20]1[CH:25]=[CH:24][CH:23]=[CH:22][C:21]=1[C:26]1[S:27][C:28]([CH2:31][N:32]2[CH2:37][CH2:36][CH:35]([CH2:38]O)[CH2:34][CH2:33]2)=[CH:29][N:30]=1.Cl.CN(C)CCCN=C=NCC.C(N(CC)C(C)C)(C)C.C(=O)(O)[O-].[Na+]. (2) Given the product [S:1]1[CH:5]=[CH:4][C:3]2[CH:6]=[C:7]([CH:10]=[O:11])[CH:8]=[CH:9][C:2]1=2, predict the reactants needed to synthesize it. The reactants are: [S:1]1[CH:5]=[CH:4][C:3]2[CH:6]=[C:7]([CH2:10][OH:11])[CH:8]=[CH:9][C:2]1=2. (3) Given the product [C:14]([S@@:17](/[N:19]=[CH:1]/[C:3]1[CH:4]=[C:5]([CH:10]=[CH:11][CH:12]=1)[C:6]([O:8][CH3:9])=[O:7])=[O:18])([CH3:16])([CH3:15])[CH3:13], predict the reactants needed to synthesize it. The reactants are: [CH:1]([C:3]1[CH:4]=[C:5]([CH:10]=[CH:11][CH:12]=1)[C:6]([O:8][CH3:9])=[O:7])=O.[CH3:13][C:14]([S@@:17]([NH2:19])=[O:18])([CH3:16])[CH3:15].S([O-])([O-])(=O)=O.[Mg+2]. (4) Given the product [Cl:1][C:2]1[N:6]([CH2:18][C:17]2[CH:20]=[CH:21][C:14]([Cl:13])=[CH:15][CH:16]=2)[C:5]2[CH:7]=[CH:8][CH:9]=[CH:10][C:4]=2[N:3]=1, predict the reactants needed to synthesize it. The reactants are: [Cl:1][C:2]1[NH:3][C:4]2[CH:10]=[CH:9][CH:8]=[CH:7][C:5]=2[N:6]=1.[H-].[Na+].[Cl:13][C:14]1[CH:21]=[CH:20][C:17]([CH2:18]Br)=[CH:16][CH:15]=1. (5) Given the product [Br:26][C:18]1[CH:17]=[C:16]2[C:21]([C:22](=[O:25])[N:23]3[CH2:24][CH:11]([N:28]([CH3:29])[CH3:27])[CH2:12][CH2:13][C:14]3=[N:15]2)=[CH:20][CH:19]=1, predict the reactants needed to synthesize it. The reactants are: C1(S(O[CH:11]2[CH2:24][N:23]3[C:14](=[N:15][C:16]4[C:21]([C:22]3=[O:25])=[CH:20][CH:19]=[C:18]([Br:26])[CH:17]=4)[CH2:13][CH2:12]2)(=O)=O)C=CC=CC=1.[CH3:27][NH:28][CH3:29].